This data is from Reaction yield outcomes from USPTO patents with 853,638 reactions. The task is: Predict the reaction yield, written as a fraction of the theoretical maximum amount of product (1.0 means a 100% yield; for example, 0.34 means a 34% yield). The reactants are N#N.[SH:3][CH2:4][CH2:5][CH2:6][Si:7]([O:14][CH2:15][CH3:16])([O:11][CH2:12][CH3:13])[O:8][CH2:9][CH3:10].[SiH4].[C:18](Cl)(=[O:26])[CH2:19][CH2:20][CH2:21][CH2:22][CH2:23][CH2:24][CH3:25]. The catalyst is CCCCCC.C(N(CC)CC)C. The product is [C:18]([S:3][CH2:4][CH2:5][CH2:6][Si:7]([O:14][CH2:15][CH3:16])([O:8][CH2:9][CH3:10])[O:11][CH2:12][CH3:13])(=[O:26])[CH2:19][CH2:20][CH2:21][CH2:22][CH2:23][CH2:24][CH3:25]. The yield is 0.870.